This data is from Reaction yield outcomes from USPTO patents with 853,638 reactions. The task is: Predict the reaction yield, written as a fraction of the theoretical maximum amount of product (1.0 means a 100% yield; for example, 0.34 means a 34% yield). (1) The reactants are [CH3:1][O:2][C:3]1[CH:4]=[C:5]2[C:10](=[CH:11][CH:12]=1)[CH:9]([CH2:13][C:14]1[CH:19]=[CH:18][C:17]([O:20][CH2:21][C:22]3[CH:27]=[CH:26][CH:25]=[CH:24][CH:23]=3)=[CH:16][CH:15]=1)[N:8]([C:28]1[CH:33]=[CH:32][C:31]([N+:34]([O-])=O)=[CH:30][CH:29]=1)[CH2:7][CH2:6]2.Cl[Sn]Cl.O. The catalyst is C1COCC1.CC(O)=O.O. The product is [NH2:34][C:31]1[CH:32]=[CH:33][C:28]([N:8]2[CH2:7][CH2:6][C:5]3[C:10](=[CH:11][CH:12]=[C:3]([O:2][CH3:1])[CH:4]=3)[CH:9]2[CH2:13][C:14]2[CH:19]=[CH:18][C:17]([O:20][CH2:21][C:22]3[CH:23]=[CH:24][CH:25]=[CH:26][CH:27]=3)=[CH:16][CH:15]=2)=[CH:29][CH:30]=1. The yield is 0.950. (2) The reactants are [ClH:1].C(OC(=O)[NH:8][CH:9]1[CH2:12][N:11]([C:13]([C:15]2[N:16]=[C:17]3[C:22]([C:23]([F:26])([F:25])[F:24])=[CH:21][C:20]([C:27]4[CH:28]=[N:29][NH:30][CH:31]=4)=[CH:19][N:18]3[C:32]=2[Br:33])=[O:14])[CH2:10]1)(C)(C)C. The catalyst is O1CCOCC1. The product is [ClH:1].[NH2:8][CH:9]1[CH2:12][N:11]([C:13]([C:15]2[N:16]=[C:17]3[C:22]([C:23]([F:26])([F:24])[F:25])=[CH:21][C:20]([C:27]4[CH:28]=[N:29][NH:30][CH:31]=4)=[CH:19][N:18]3[C:32]=2[Br:33])=[O:14])[CH2:10]1. The yield is 1.00.